Dataset: TCR-epitope binding with 47,182 pairs between 192 epitopes and 23,139 TCRs. Task: Binary Classification. Given a T-cell receptor sequence (or CDR3 region) and an epitope sequence, predict whether binding occurs between them. (1) The epitope is IPSINVHHY. The TCR CDR3 sequence is CASSTGFSDTQYF. Result: 0 (the TCR does not bind to the epitope). (2) The epitope is KAFSPEVIPMF. The TCR CDR3 sequence is CASSLAQTAYEQYF. Result: 0 (the TCR does not bind to the epitope). (3) The epitope is FPPTSFGPL. The TCR CDR3 sequence is CASSELGNEQYF. Result: 0 (the TCR does not bind to the epitope). (4) The TCR CDR3 sequence is CASSLVPGIAEAFF. The epitope is SSTFNVPMEKLK. Result: 0 (the TCR does not bind to the epitope). (5) The epitope is AVFDRKSDAK. The TCR CDR3 sequence is CASRLAGAPSTGELFF. Result: 1 (the TCR binds to the epitope). (6) The epitope is LLWNGPMAV. The TCR CDR3 sequence is CASRPGTNTEAFF. Result: 1 (the TCR binds to the epitope). (7) The epitope is HTDFSSEIIGY. The TCR CDR3 sequence is CASSFWGAQDTEAFF. Result: 0 (the TCR does not bind to the epitope).